Dataset: Peptide-MHC class I binding affinity with 185,985 pairs from IEDB/IMGT. Task: Regression. Given a peptide amino acid sequence and an MHC pseudo amino acid sequence, predict their binding affinity value. This is MHC class I binding data. (1) The peptide sequence is GSRAIWYMW. The MHC is HLA-B57:01 with pseudo-sequence HLA-B57:01. The binding affinity (normalized) is 0.950. (2) The peptide sequence is VLDMGDPVK. The MHC is HLA-A26:03 with pseudo-sequence HLA-A26:03. The binding affinity (normalized) is 0.0847. (3) The peptide sequence is TAAIMLASY. The MHC is HLA-A02:11 with pseudo-sequence HLA-A02:11. The binding affinity (normalized) is 0.0847. (4) The peptide sequence is HHSDDALFI. The MHC is HLA-A23:01 with pseudo-sequence HLA-A23:01. The binding affinity (normalized) is 0.0847. (5) The peptide sequence is AKSKFPRSM. The MHC is HLA-B15:03 with pseudo-sequence HLA-B15:03. The binding affinity (normalized) is 1.00. (6) The peptide sequence is ETWVETWAF. The MHC is HLA-A02:03 with pseudo-sequence HLA-A02:03. The binding affinity (normalized) is 0.0847. (7) The peptide sequence is ELPQWLSANR. The MHC is HLA-A24:02 with pseudo-sequence HLA-A24:02. The binding affinity (normalized) is 0. (8) The peptide sequence is NQDLNGNWY. The MHC is SLA-10401 with pseudo-sequence SLA-10401. The binding affinity (normalized) is 0.0847.